From a dataset of Peptide-MHC class II binding affinity with 134,281 pairs from IEDB. Regression. Given a peptide amino acid sequence and an MHC pseudo amino acid sequence, predict their binding affinity value. This is MHC class II binding data. (1) The peptide sequence is AAIRFFDHAIGINVP. The MHC is DRB1_0301 with pseudo-sequence DRB1_0301. The binding affinity (normalized) is 0.408. (2) The peptide sequence is WFLPSIRAANVMAAS. The MHC is HLA-DQA10201-DQB10301 with pseudo-sequence HLA-DQA10201-DQB10301. The binding affinity (normalized) is 0.851. (3) The peptide sequence is GELQIGDKIDAAFKI. The MHC is DRB5_0101 with pseudo-sequence DRB5_0101. The binding affinity (normalized) is 0.627. (4) The peptide sequence is GELQIVDKIDKAFKI. The MHC is DRB4_0101 with pseudo-sequence DRB4_0103. The binding affinity (normalized) is 0.783.